Dataset: TCR-epitope binding with 47,182 pairs between 192 epitopes and 23,139 TCRs. Task: Binary Classification. Given a T-cell receptor sequence (or CDR3 region) and an epitope sequence, predict whether binding occurs between them. The epitope is LPAADLDDF. The TCR CDR3 sequence is CASSPTGSSYEQYF. Result: 1 (the TCR binds to the epitope).